This data is from Catalyst prediction with 721,799 reactions and 888 catalyst types from USPTO. The task is: Predict which catalyst facilitates the given reaction. (1) Reactant: Cl[C:2]1[CH:3]=[CH:4][N:5]2[C:10]([C:11]=1[CH3:12])=[C:9]([CH:13]1[CH2:15][CH2:14]1)[CH:8]=[C:7]([C:16]([O:18][CH2:19][CH3:20])=[O:17])[C:6]2=[O:21].[CH3:22][O:23][C:24]1[CH:29]=[CH:28][C:27](B(O)O)=[CH:26][CH:25]=1.C([O-])([O-])=O.[Na+].[Na+]. The catalyst class is: 516. Product: [CH3:22][O:23][C:24]1[CH:29]=[CH:28][C:27]([C:2]2[CH:3]=[CH:4][N:5]3[C:10]([C:11]=2[CH3:12])=[C:9]([CH:13]2[CH2:15][CH2:14]2)[CH:8]=[C:7]([C:16]([O:18][CH2:19][CH3:20])=[O:17])[C:6]3=[O:21])=[CH:26][CH:25]=1. (2) Reactant: [CH3:1][O:2][C:3]1[C:4]([O:27][CH3:28])=[CH:5][C:6]2[N:12]([C:13]([C:15]3[CH:20]=[CH:19][C:18](Br)=[C:17]([CH3:22])[CH:16]=3)=[O:14])[CH2:11][C:10]3=[CH:23][CH:24]=[CH:25][N:9]3[CH2:8][C:7]=2[CH:26]=1.[F:29][C:30]([F:41])([F:40])[C:31]1[CH:36]=[CH:35][CH:34]=[CH:33][C:32]=1B(O)O.P([O-])([O-])([O-])=O.[K+].[K+].[K+].[O:50]1[CH2:55][CH2:54][O:53]CC1. Product: [OH:50][CH:55]([CH2:54][OH:53])[CH2:11][N:12]([CH3:6])[C:13]([C:25]1[N:9]2[C:10]([CH2:11][N:12]([C:13]([C:15]3[CH:20]=[CH:19][C:18]([C:32]4[CH:33]=[CH:34][CH:35]=[CH:36][C:31]=4[C:30]([F:41])([F:40])[F:29])=[C:17]([CH3:22])[CH:16]=3)=[O:14])[C:6]3[CH:5]=[C:4]([O:27][CH3:28])[C:3]([O:2][CH3:1])=[CH:26][C:7]=3[CH2:8]2)=[CH:23][CH:24]=1)=[O:14]. The catalyst class is: 492.